From a dataset of Full USPTO retrosynthesis dataset with 1.9M reactions from patents (1976-2016). Predict the reactants needed to synthesize the given product. Given the product [NH2:17][C:5]1[CH:6]=[C:7]([C:13]([F:16])([F:15])[F:14])[C:8]([N+:10]([O-:12])=[O:11])=[CH:9][C:4]=1[C:3]([OH:18])=[O:2], predict the reactants needed to synthesize it. The reactants are: C[O:2][C:3](=[O:18])[C:4]1[CH:9]=[C:8]([N+:10]([O-:12])=[O:11])[C:7]([C:13]([F:16])([F:15])[F:14])=[CH:6][C:5]=1[NH2:17].[OH-].[Na+].Cl.